Dataset: Reaction yield outcomes from USPTO patents with 853,638 reactions. Task: Predict the reaction yield, written as a fraction of the theoretical maximum amount of product (1.0 means a 100% yield; for example, 0.34 means a 34% yield). The reactants are C(OC([NH:6][C:7]1[CH:8]=[C:9]2[C:14](=[CH:15][CH:16]=1)[C:13]([CH3:17])=[N:12][CH:11]=[CH:10]2)=O)C.[OH-].[Na+].[Cl-].[NH4+]. The catalyst is C(O)C. The product is [NH2:6][C:7]1[CH:8]=[C:9]2[C:14](=[CH:15][CH:16]=1)[C:13]([CH3:17])=[N:12][CH:11]=[CH:10]2. The yield is 0.720.